From a dataset of Catalyst prediction with 721,799 reactions and 888 catalyst types from USPTO. Predict which catalyst facilitates the given reaction. (1) Reactant: [OH:1][C:2]1[CH:3]=[C:4]([CH2:8][CH2:9][C:10]#[N:11])[CH:5]=[CH:6][CH:7]=1.N(C(OC(C)C)=O)=NC(OC(C)C)=O.[CH3:26][C:27]1[CH:34]=[CH:33][CH:32]=[C:31]([CH3:35])[C:28]=1[CH2:29]O.C1(P(C2C=CC=CC=2)C2C=CC=CC=2)C=CC=CC=1. Product: [CH3:26][C:27]1[CH:34]=[CH:33][CH:32]=[C:31]([CH3:35])[C:28]=1[CH2:29][O:1][C:2]1[CH:3]=[C:4]([CH2:8][CH2:9][C:10]#[N:11])[CH:5]=[CH:6][CH:7]=1. The catalyst class is: 1. (2) Reactant: Cl.[CH3:2][NH:3][O:4][CH3:5].C(N(CC)CC)C.[F:13][C:14]1[C:19]2[NH:20]C(=O)O[C:23](=[O:24])[C:18]=2[CH:17]=[CH:16][CH:15]=1. Product: [NH2:20][C:19]1[C:14]([F:13])=[CH:15][CH:16]=[CH:17][C:18]=1[C:23]([N:3]([O:4][CH3:5])[CH3:2])=[O:24]. The catalyst class is: 40. (3) Reactant: C[O:2][C:3](=O)[C:4]([NH:16][C:17](=[O:36])[C:18]1[CH:23]=[C:22]([C:24]#[C:25][C:26]2[CH:31]=[CH:30][CH:29]=[CH:28][CH:27]=2)[CH:21]=[CH:20][C:19]=1[O:32][CH:33]([CH3:35])[CH3:34])([CH3:15])[CH2:5][C:6]1[C:14]2[C:9](=[CH:10][CH:11]=[CH:12][CH:13]=2)[NH:8][CH:7]=1.[BH4-].[Li+]. Product: [OH:2][CH2:3][C:4]([NH:16][C:17](=[O:36])[C:18]1[CH:23]=[C:22]([C:24]#[C:25][C:26]2[CH:31]=[CH:30][CH:29]=[CH:28][CH:27]=2)[CH:21]=[CH:20][C:19]=1[O:32][CH:33]([CH3:34])[CH3:35])([CH3:15])[CH2:5][C:6]1[C:14]2[C:9](=[CH:10][CH:11]=[CH:12][CH:13]=2)[NH:8][CH:7]=1. The catalyst class is: 1. (4) Reactant: [O:1]=[C:2]1[C:5]2([CH2:9][CH2:8][CH2:7][N:6]2[C:10]([O:12][CH2:13][C:14]2[CH:19]=[CH:18][CH:17]=[CH:16][CH:15]=2)=[O:11])[CH2:4][NH:3]1.Br[CH2:21][C:22]([O:24][CH2:25][CH3:26])=[O:23]. Product: [CH2:25]([O:24][C:22](=[O:23])[CH2:21][N:3]1[CH2:4][C:5]2([CH2:9][CH2:8][CH2:7][N:6]2[C:10]([O:12][CH2:13][C:14]2[CH:19]=[CH:18][CH:17]=[CH:16][CH:15]=2)=[O:11])[C:2]1=[O:1])[CH3:26]. The catalyst class is: 10.